From a dataset of Forward reaction prediction with 1.9M reactions from USPTO patents (1976-2016). Predict the product of the given reaction. Given the reactants [C:1]([O:5][C:6](=[O:17])[NH:7][C:8]1[CH:13]=[CH:12][C:11]([CH2:14][CH2:15][OH:16])=[CH:10][CH:9]=1)([CH3:4])([CH3:3])[CH3:2].[CH2:18]([O:20][C:21](=[O:34])[CH:22]([O:31][CH2:32][CH3:33])[CH2:23][C:24]1[CH:29]=[CH:28][C:27](O)=[CH:26][CH:25]=1)[CH3:19].N(C(N1CCCCC1)=O)=NC(N1CCCCC1)=O.C1(P(C2C=CC=CC=2)C2C=CC=CC=2)C=CC=CC=1, predict the reaction product. The product is: [CH2:18]([O:20][C:21](=[O:34])[CH:22]([O:31][CH2:32][CH3:33])[CH2:23][C:24]1[CH:29]=[CH:28][C:27]([O:16][CH2:15][CH2:14][C:11]2[CH:10]=[CH:9][C:8]([NH:7][C:6]([O:5][C:1]([CH3:4])([CH3:2])[CH3:3])=[O:17])=[CH:13][CH:12]=2)=[CH:26][CH:25]=1)[CH3:19].